The task is: Predict the product of the given reaction.. This data is from Forward reaction prediction with 1.9M reactions from USPTO patents (1976-2016). (1) Given the reactants [Cl:1][C:2]1[CH:7]=[CH:6][N:5]=[C:4]2[CH:8]=[C:9]([C:11]3[S:12][CH:13]=[C:14]([C:16]([OH:18])=O)[N:15]=3)[S:10][C:3]=12.C(Cl)(=O)C(Cl)=O.[CH3:25][NH2:26], predict the reaction product. The product is: [Cl:1][C:2]1[CH:7]=[CH:6][N:5]=[C:4]2[CH:8]=[C:9]([C:11]3[S:12][CH:13]=[C:14]([C:16]([NH:26][CH3:25])=[O:18])[N:15]=3)[S:10][C:3]=12. (2) Given the reactants [Br:1][C:2]1[CH:7]=[CH:6][C:5]([C:8](O)([CH3:10])[CH3:9])=[CH:4][CH:3]=1.[OH:12]S(O)(=O)=O.[C:17](#[N:19])[CH3:18], predict the reaction product. The product is: [Br:1][C:2]1[CH:7]=[CH:6][C:5]([C:8]([NH:19][C:17](=[O:12])[CH3:18])([CH3:10])[CH3:9])=[CH:4][CH:3]=1. (3) Given the reactants [C:1](O)(=[O:5])[C:2]([NH2:4])=[O:3].C(N1C=CN=C1)(N1C=CN=C1)=O.[NH:19]1[C:27]2[C:22](=[CH:23][CH:24]=[CH:25][CH:26]=2)[C@H:21]([CH2:28][CH2:29][N:30]2[CH2:35][CH2:34][N:33]([C:36]3[CH:37]=[C:38]4[C:42](=[CH:43][CH:44]=3)[NH:41][CH:40]=[CH:39]4)[CH2:32][CH2:31]2)[CH2:20]1, predict the reaction product. The product is: [NH:41]1[C:42]2[C:38](=[CH:37][C:36]([N:33]3[CH2:32][CH2:31][N:30]([CH2:29][CH2:28][C@H:21]4[C:22]5[C:27](=[CH:26][CH:25]=[CH:24][CH:23]=5)[N:19]([C:1](=[O:5])[C:2]([NH2:4])=[O:3])[CH2:20]4)[CH2:35][CH2:34]3)=[CH:44][CH:43]=2)[CH:39]=[CH:40]1. (4) Given the reactants C(OC(N1C2C(=CC=CC=2)C=C1CC(OCC)=O)=O)(C)(C)C.[CH2:23]([O:25][C:26](=[O:45])[CH:27]([C:29]1[N:30]([C:38]([O:40][C:41]([CH3:44])([CH3:43])[CH3:42])=[O:39])[C:31]2[C:36]([CH:37]=1)=[CH:35][CH:34]=[CH:33][CH:32]=2)[CH3:28])[CH3:24].C[Si](C)(C)N[Si](C)(C)C.[K].CI, predict the reaction product. The product is: [CH2:23]([O:25][C:26](=[O:45])[CH:27]([C:29]1[N:30]([C:38]([O:40][C:41]([CH3:42])([CH3:44])[CH3:43])=[O:39])[C:31]2[C:36]([CH:37]=1)=[CH:35][CH:34]=[CH:33][CH:32]=2)[CH3:28])[CH3:24]. (5) Given the reactants [CH3:1][C:2]([CH3:14])([CH2:6][NH:7][CH2:8][C:9]1[S:10][CH:11]=[CH:12][CH:13]=1)[C:3](=[O:5])[CH3:4].[OH-].[Na+].[F:17][C:18]1[CH:25]=[CH:24][CH:23]=[CH:22][C:19]=1[CH:20]=O.Cl, predict the reaction product. The product is: [F:17][C:18]1[CH:25]=[CH:24][CH:23]=[CH:22][C:19]=1[CH:20]1[CH2:4][C:3](=[O:5])[C:2]([CH3:14])([CH3:1])[CH2:6][N:7]1[CH2:8][C:9]1[S:10][CH:11]=[CH:12][CH:13]=1.